This data is from Forward reaction prediction with 1.9M reactions from USPTO patents (1976-2016). The task is: Predict the product of the given reaction. (1) Given the reactants Br[C:2]1[CH:7]=[CH:6][C:5]([CH3:8])=[CH:4][N:3]=1.[NH2:9][NH2:10].O, predict the reaction product. The product is: [NH:9]([C:2]1[CH:7]=[CH:6][C:5]([CH3:8])=[CH:4][N:3]=1)[NH2:10]. (2) Given the reactants [C:1]([NH:5][S:6]([C:9]1[CH:14]=[CH:13][CH:12]=[CH:11][CH:10]=1)(=[O:8])=[O:7])([CH3:4])([CH3:3])[CH3:2].C([Li])(C)(C)C.C1(C([O-])=O)SC=CC=1.[CH2:28]([N:35]1[CH2:39][CH2:38][C:37](=[O:40])[CH2:36]1)[C:29]1[CH:34]=[CH:33][CH:32]=[CH:31][CH:30]=1, predict the reaction product. The product is: [CH2:28]([N:35]1[CH2:39][CH2:38][C:37]([C:10]2[CH:11]=[CH:12][CH:13]=[CH:14][C:9]=2[S:6]([NH:5][C:1]([CH3:4])([CH3:2])[CH3:3])(=[O:8])=[O:7])([OH:40])[CH2:36]1)[C:29]1[CH:30]=[CH:31][CH:32]=[CH:33][CH:34]=1.